This data is from CYP2C19 inhibition data for predicting drug metabolism from PubChem BioAssay. The task is: Regression/Classification. Given a drug SMILES string, predict its absorption, distribution, metabolism, or excretion properties. Task type varies by dataset: regression for continuous measurements (e.g., permeability, clearance, half-life) or binary classification for categorical outcomes (e.g., BBB penetration, CYP inhibition). Dataset: cyp2c19_veith. (1) The molecule is Cc1cccc(N2CCN(c3ccc(NC(=O)/C=C(/C(=O)O)c4ccccc4)cc3)CC2)c1. The result is 1 (inhibitor). (2) The molecule is O=C(CCN1C(=O)c2cccc3cccc(c23)C1=O)N1CCN(Cc2ccc3c(c2)OCO3)CC1. The result is 1 (inhibitor). (3) The molecule is CCN(C1CCCCC1)S(=O)(=O)c1ccc(S(=O)(=O)NCc2ccncc2)cc1. The result is 1 (inhibitor). (4) The compound is O=C(NC(=S)Nc1ccc(N2CCCCC2)c(Cl)c1)c1ccc2c(c1)OCCO2. The result is 1 (inhibitor). (5) The compound is [N-]=[N+]=NCC(O)CN=[N+]=[N-]. The result is 0 (non-inhibitor). (6) The molecule is O=C(Nc1ccc(-n2nncc2-c2ccco2)cc1)c1ccc(F)cc1. The result is 1 (inhibitor). (7) The drug is CS(=O)(=O)N1CCC2(CC1)CN(c1ccccc1)C2. The result is 0 (non-inhibitor). (8) The drug is CCn1c(=O)cc(SCC(=O)NCc2ccc3c(c2)OCO3)c2ccccc21. The result is 1 (inhibitor).